This data is from Full USPTO retrosynthesis dataset with 1.9M reactions from patents (1976-2016). The task is: Predict the reactants needed to synthesize the given product. (1) Given the product [Br:15][C:9]1[C:10]([OH:11])=[C:5]([C:1]([CH3:4])([CH3:2])[CH3:3])[CH:6]=[C:7]([C:12](=[O:14])[CH3:13])[CH:8]=1, predict the reactants needed to synthesize it. The reactants are: [C:1]([C:5]1[CH:6]=[C:7]([C:12](=[O:14])[CH3:13])[CH:8]=[CH:9][C:10]=1[OH:11])([CH3:4])([CH3:3])[CH3:2].[Br:15]N1C(=O)CCC1=O. (2) Given the product [Cl:31][C:29]1[CH:30]=[C:25]([CH2:24][NH:23][C:22](=[O:34])[O:21][CH3:20])[CH:26]=[N:27][C:28]=1[NH:32][NH:33][C:18]([NH:17][CH:16]1[C:11]2[CH:12]=[N:13][CH:14]=[CH:15][C:10]=2[CH2:9][CH2:8][C:7]2[C:2]([F:1])=[CH:3][CH:4]=[CH:5][C:6]1=2)=[S:19], predict the reactants needed to synthesize it. The reactants are: [F:1][C:2]1[C:7]2[CH2:8][CH2:9][C:10]3[CH:15]=[CH:14][N:13]=[CH:12][C:11]=3[CH:16]([N:17]=[C:18]=[S:19])[C:6]=2[CH:5]=[CH:4][CH:3]=1.[CH3:20][O:21][C:22](=[O:34])[NH:23][CH2:24][C:25]1[CH:26]=[N:27][C:28]([NH:32][NH2:33])=[C:29]([Cl:31])[CH:30]=1.